From a dataset of Full USPTO retrosynthesis dataset with 1.9M reactions from patents (1976-2016). Predict the reactants needed to synthesize the given product. (1) Given the product [C:15]([NH:19][C:20]([C:21]1[CH:22]=[C:23]([CH:24]=[CH:25][CH:26]=1)[CH2:27][N:11]1[CH2:12][CH2:13][CH2:14][N:8]([C:6]([O:5][C:1]([CH3:4])([CH3:2])[CH3:3])=[O:7])[CH2:9][CH2:10]1)=[O:29])([CH3:18])([CH3:16])[CH3:17], predict the reactants needed to synthesize it. The reactants are: [C:1]([O:5][C:6]([N:8]1[CH2:14][CH2:13][CH2:12][NH:11][CH2:10][CH2:9]1)=[O:7])([CH3:4])([CH3:3])[CH3:2].[C:15]([NH:19][C:20](=[O:29])[C:21]1[CH:26]=[CH:25][CH:24]=[C:23]([CH2:27]Cl)[CH:22]=1)([CH3:18])([CH3:17])[CH3:16].C(N(C(C)C)C(C)C)C. (2) Given the product [OH:29][C:27]1[C:20]2[C:21](=[CH:22][CH:23]=[C:18]([NH:17][C:14](=[O:16])[CH3:15])[CH:19]=2)[N:24]=[C:25]([CH3:31])[CH:26]=1, predict the reactants needed to synthesize it. The reactants are: C1(OC2C=CC=CC=2)C=CC=CC=1.[C:14]([NH:17][C:18]1[CH:23]=[CH:22][C:21]([NH:24][C:25]([CH3:31])=[CH:26][C:27]([O:29]C)=O)=[CH:20][CH:19]=1)(=[O:16])[CH3:15]. (3) Given the product [N:6]1[CH:11]=[CH:10][C:9]([CH:12]([OH:13])[CH2:3][C:2]#[CH:1])=[CH:8][CH:7]=1, predict the reactants needed to synthesize it. The reactants are: [CH2:1](Br)[C:2]#[CH:3].[Mg].[N:6]1[CH:11]=[CH:10][C:9]([CH:12]=[O:13])=[CH:8][CH:7]=1.OS(O)(=O)=O. (4) Given the product [CH3:1][O:2][C:3]1[CH:8]=[CH:7][C:6]([S:23]([CH3:12])(=[O:26])=[O:24])=[CH:5][CH:4]=1, predict the reactants needed to synthesize it. The reactants are: [CH3:1][O:2][C:3]1[CH:8]=[CH:7][C:6](SC)=[CH:5][CH:4]=1.N1C(=O)NC(=O)N[C:12]1=O.Cl[O-].[Na+].[S:23]([O-:26])([O-])=[O:24].[Na+].[Na+]. (5) Given the product [CH3:14][NH:13][C:6]1[C:5]2[C:10](=[CH:11][C:2]([B:15]3[O:19][C:18]([CH3:21])([CH3:20])[C:17]([CH3:23])([CH3:22])[O:16]3)=[CH:3][CH:4]=2)[N:9]=[C:8]([NH2:12])[N:7]=1, predict the reactants needed to synthesize it. The reactants are: Br[C:2]1[CH:11]=[C:10]2[C:5]([C:6]([NH:13][CH3:14])=[N:7][C:8]([NH2:12])=[N:9]2)=[CH:4][CH:3]=1.[B:15]1([B:15]2[O:19][C:18]([CH3:21])([CH3:20])[C:17]([CH3:23])([CH3:22])[O:16]2)[O:19][C:18]([CH3:21])([CH3:20])[C:17]([CH3:23])([CH3:22])[O:16]1.C([O-])(=O)C.[K+]. (6) Given the product [Cl:31][C:26]1[C:27]([O:29][CH3:30])=[N:28][C:23]([NH:1][C:2]2[CH:3]=[C:4]([C:9]3[S:13][C:12]([N:14]4[CH2:20][CH2:19][CH2:18][NH:17][C:16](=[O:21])[CH2:15]4)=[N:11][CH:10]=3)[CH:5]=[C:6]([CH3:8])[CH:7]=2)=[N:24][CH:25]=1, predict the reactants needed to synthesize it. The reactants are: [NH2:1][C:2]1[CH:3]=[C:4]([C:9]2[S:13][C:12]([N:14]3[CH2:20][CH2:19][CH2:18][NH:17][C:16](=[O:21])[CH2:15]3)=[N:11][CH:10]=2)[CH:5]=[C:6]([CH3:8])[CH:7]=1.Cl[C:23]1[N:28]=[C:27]([O:29][CH3:30])[C:26]([Cl:31])=[CH:25][N:24]=1.C(=O)([O-])[O-].[K+].[K+].CC(C1C=C(C(C)C)C(C2C=CC=CC=2P(C2CCCCC2)C2CCCCC2)=C(C(C)C)C=1)C. (7) Given the product [Br:27][CH2:28][CH2:29][O:32][C:19]1[C:18]([CH3:25])=[C:17]2[N:16]([CH:20]=1)[N:15]=[CH:14][N:13]=[C:12]2[O:11][C:10]1[C:2]([F:1])=[C:3]2[C:7](=[CH:8][CH:9]=1)[NH:6][C:5]([CH3:26])=[CH:4]2, predict the reactants needed to synthesize it. The reactants are: [F:1][C:2]1[C:10]([O:11][C:12]2[C:17]3=[C:18]([CH3:25])[C:19](C(O)(C)C)=[CH:20][N:16]3[N:15]=[CH:14][N:13]=2)=[CH:9][CH:8]=[C:7]2[C:3]=1[CH:4]=[C:5]([CH3:26])[NH:6]2.[Br:27][CH2:28][CH2:29]Br.C(=O)([O-])[O-:32].[K+].[K+]. (8) The reactants are: [CH2:1]([N:8]([C:10]1[N:11]=[N:12][C:13](I)=[CH:14][CH:15]=1)[CH3:9])[C:2]1[CH:7]=[CH:6][CH:5]=[CH:4][CH:3]=1.[C:17]([C:19]1[CH:26]=[CH:25][C:22]([CH:23]=[O:24])=[CH:21][CH:20]=1)#[CH:18]. Given the product [CH2:1]([N:8]([CH3:9])[C:10]1[N:11]=[N:12][C:13]([C:18]#[C:17][C:19]2[CH:26]=[CH:25][C:22]([CH:23]=[O:24])=[CH:21][CH:20]=2)=[CH:14][CH:15]=1)[C:2]1[CH:7]=[CH:6][CH:5]=[CH:4][CH:3]=1, predict the reactants needed to synthesize it. (9) Given the product [Cl:1][C:2]1[CH:3]=[C:4]2[C:9](=[CH:10][CH:11]=1)[C:8]1([CH2:12][CH2:13][CH2:14]1)[C:7](=[O:15])[C:6]([C:16]([NH:18][CH2:19][C:20]([OH:22])=[O:21])=[O:17])=[C:5]2[OH:27], predict the reactants needed to synthesize it. The reactants are: [Cl:1][C:2]1[CH:3]=[C:4]2[C:9](=[CH:10][CH:11]=1)[C:8]1([CH2:14][CH2:13][CH2:12]1)[C:7](=[O:15])[C:6]([C:16]([NH:18][CH2:19][C:20]([O:22]C(C)(C)C)=[O:21])=[O:17])=[C:5]2[OH:27].C(O)(C(F)(F)F)=O. (10) The reactants are: [F:1][C:2]1[CH:3]=[C:4]([C:8]2[C@:9]3([CH2:25][CH2:24][C@H:23]4[C@@H:14]([CH2:15][CH2:16][C:17]5[CH:18]=[C:19]([C:26](O)=[O:27])[CH:20]=[CH:21][C:22]=54)[C@@H:11]3[CH2:12][CH:13]=2)[CH3:10])[CH:5]=[N:6][CH:7]=1.[NH:29]1[C:33]([CH2:34][NH2:35])=[N:32][N:31]=[N:30]1. Given the product [F:1][C:2]1[CH:3]=[C:4]([C:8]2[C@:9]3([CH2:25][CH2:24][C@H:23]4[C@@H:14]([CH2:15][CH2:16][C:17]5[CH:18]=[C:19]([C:26]([NH:35][CH2:34][C:33]6[NH:32][N:31]=[N:30][N:29]=6)=[O:27])[CH:20]=[CH:21][C:22]=54)[C@@H:11]3[CH2:12][CH:13]=2)[CH3:10])[CH:5]=[N:6][CH:7]=1, predict the reactants needed to synthesize it.